From a dataset of Reaction yield outcomes from USPTO patents with 853,638 reactions. Predict the reaction yield, written as a fraction of the theoretical maximum amount of product (1.0 means a 100% yield; for example, 0.34 means a 34% yield). (1) The reactants are [C:1]1([C:7]2[NH:11][CH:10]=[C:9]([C:12]([O:14][CH2:15][CH3:16])=[O:13])[CH:8]=2)[CH:6]=[CH:5][CH:4]=[CH:3][CH:2]=1.[H-].[Na+].C1OCCOCCOCCOCCOC1.Cl[C:35]1[N:40]=[N:39][C:38]([S:41](F)(=[O:43])=[O:42])=[CH:37][CH:36]=1.NN.C(=O)([O-])O.[Na+]. The catalyst is O1CCCC1. The product is [C:1]1([C:7]2[N:11]([S:41]([C:38]3[N:39]=[N:40][CH:35]=[CH:36][CH:37]=3)(=[O:43])=[O:42])[CH:10]=[C:9]([C:12]([O:14][CH2:15][CH3:16])=[O:13])[CH:8]=2)[CH:2]=[CH:3][CH:4]=[CH:5][CH:6]=1. The yield is 0.240. (2) The reactants are [CH2:1]([O:8][NH:9][C@H:10]1[CH2:15][N:14]([C:16]([O:18][C:19]([CH3:22])([CH3:21])[CH3:20])=[O:17])[C@H:13]([C:23]([OH:25])=[O:24])[CH2:12][CH2:11]1)[C:2]1[CH:7]=[CH:6][CH:5]=[CH:4][CH:3]=1.O[C:27]1[CH:32]=[CH:31][C:30]([S:33]([NH2:36])(=[O:35])=[O:34])=[CH:29][CH:28]=1.Cl.C(N=C=NCCCN(C)C)C. The catalyst is ClCCl.CN(C)C1C=CN=CC=1.C(OCC)(=O)C. The product is [CH2:1]([O:8][NH:9][C@H:10]1[CH2:15][N:14]([C:16]([O:18][C:19]([CH3:21])([CH3:22])[CH3:20])=[O:17])[C@H:13]([C:23]([O:25][C:27]2[CH:32]=[CH:31][C:30]([S:33](=[O:35])(=[O:34])[NH2:36])=[CH:29][CH:28]=2)=[O:24])[CH2:12][CH2:11]1)[C:2]1[CH:3]=[CH:4][CH:5]=[CH:6][CH:7]=1. The yield is 0.350.